From a dataset of Reaction yield outcomes from USPTO patents with 853,638 reactions. Predict the reaction yield, written as a fraction of the theoretical maximum amount of product (1.0 means a 100% yield; for example, 0.34 means a 34% yield). (1) The reactants are C([O:8][N:9]1[C:18]2[C:13](=[CH:14][CH:15]=[C:16]([C:19](=[O:29])[NH:20][O:21]CC3C=CC=CC=3)[CH:17]=2)[NH:12][C:11](=[O:30])[C:10]1=[O:31])C1C=CC=CC=1.O.[OH-].[Na+]. The catalyst is C(O)C.[Pd]. The product is [OH:8][N:9]1[C:18]2[C:13](=[CH:14][CH:15]=[C:16]([C:19](=[O:29])[NH:20][OH:21])[CH:17]=2)[NH:12][C:11](=[O:30])[C:10]1=[O:31]. The yield is 0.700. (2) The reactants are C(OC([N:8]1[CH2:12][CH2:11][CH2:10][CH:9]1[C:13](=[O:28])[NH:14][C:15]1[CH:20]=[CH:19][C:18]([C:21]2[CH:26]=[CH:25][C:24]([Br:27])=[CH:23][CH:22]=2)=[CH:17][CH:16]=1)=O)(C)(C)C.Cl.[CH3:30][O:31][C:32]([NH:34][CH:35]([CH:39]([CH3:41])[CH3:40])[C:36](O)=[O:37])=[O:33].CN(C(ON1N=NC2C=CC=NC1=2)=[N+](C)C)C.F[P-](F)(F)(F)(F)F.CCN(C(C)C)C(C)C. The catalyst is CO.C(OCC)(=O)C.CN(C=O)C. The product is [CH3:30][O:31][C:32](=[O:33])[NH:34][CH:35]([C:36]([N:8]1[CH2:12][CH2:11][CH2:10][CH:9]1[C:13](=[O:28])[NH:14][C:15]1[CH:16]=[CH:17][C:18]([C:21]2[CH:26]=[CH:25][C:24]([Br:27])=[CH:23][CH:22]=2)=[CH:19][CH:20]=1)=[O:37])[CH:39]([CH3:41])[CH3:40]. The yield is 0.930. (3) The reactants are [I:1][C:2]1[CH:3]=[CH:4][C:5]2[N:6]([CH:8]=[C:9]([C:11]3[CH:16]=[CH:15][C:14]([N+:17]([O-])=O)=[CH:13][CH:12]=3)[N:10]=2)[CH:7]=1.O.O.[Sn](Cl)Cl. The catalyst is CCO. The product is [I:1][C:2]1[CH:3]=[CH:4][C:5]2[N:6]([CH:8]=[C:9]([C:11]3[CH:16]=[CH:15][C:14]([NH2:17])=[CH:13][CH:12]=3)[N:10]=2)[CH:7]=1. The yield is 0.730. (4) The reactants are [F:1][C:2]1[CH:7]=[CH:6][C:5]([F:8])=[CH:4][C:3]=1[CH:9]=[CH:10][C:11]([NH:13][C@H:14]([C:26]([O:28]C)=[O:27])[CH2:15][C:16]1[C:24]2[C:19](=[CH:20][CH:21]=[CH:22][CH:23]=2)[N:18]([CH3:25])[CH:17]=1)=[O:12].[OH-].[Na+]. The catalyst is CO. The product is [F:1][C:2]1[CH:7]=[CH:6][C:5]([F:8])=[CH:4][C:3]=1[CH:9]=[CH:10][C:11]([NH:13][C@H:14]([C:26]([OH:28])=[O:27])[CH2:15][C:16]1[C:24]2[C:19](=[CH:20][CH:21]=[CH:22][CH:23]=2)[N:18]([CH3:25])[CH:17]=1)=[O:12]. The yield is 0.740. (5) The reactants are [CH3:1][O:2][C:3]([C:5]1[C:13]2[C:8](=[CH:9][C:10](Cl)=[CH:11][CH:12]=2)[N:7]([CH3:15])[C:6]=1[CH3:16])=[O:4].[CH3:17][C:18]1[CH:19]=[C:20]([OH:33])[CH:21]=[CH:22][C:23]=1B1OC(C)(C)C(C)(C)O1.P([O-])([O-])([O-])=O.[K+].[K+].[K+]. The catalyst is C1C=CC(/C=C/C(/C=C/C2C=CC=CC=2)=O)=CC=1.C1C=CC(/C=C/C(/C=C/C2C=CC=CC=2)=O)=CC=1.C1C=CC(/C=C/C(/C=C/C2C=CC=CC=2)=O)=CC=1.[Pd].[Pd].C1(P(C2CCCCC2)C2CCCCC2)CCCCC1.O1CCOCC1. The product is [CH3:1][O:2][C:3]([C:5]1[C:13]2[C:8](=[CH:9][C:10]([C:23]3[CH:22]=[CH:21][C:20]([OH:33])=[CH:19][C:18]=3[CH3:17])=[CH:11][CH:12]=2)[N:7]([CH3:15])[C:6]=1[CH3:16])=[O:4]. The yield is 0.880.